From a dataset of Forward reaction prediction with 1.9M reactions from USPTO patents (1976-2016). Predict the product of the given reaction. (1) Given the reactants Br[C:2]1[CH:3]=[C:4]2[C:10]([CH:11]=[O:12])=[N:9][N:8]([CH:13]3[CH2:18][CH2:17][CH2:16][CH2:15][O:14]3)[C:5]2=[CH:6][N:7]=1.[CH3:19][C:20]1[CH:25]=[CH:24][N:23]=[CH:22][C:21]=1B(O)O.C([O-])([O-])=O.[K+].[K+], predict the reaction product. The product is: [CH3:19][C:20]1[CH:25]=[CH:24][N:23]=[CH:22][C:21]=1[C:2]1[CH:3]=[C:4]2[C:10]([CH:11]=[O:12])=[N:9][N:8]([CH:13]3[CH2:18][CH2:17][CH2:16][CH2:15][O:14]3)[C:5]2=[CH:6][N:7]=1. (2) Given the reactants F[C:2]1[CH:3]=[C:4]([C:9]2[O:13][N:12]=[C:11]([C:14]([N:16]3[CH2:21][C@H:20]([CH2:22][CH:23]([CH3:25])[CH3:24])[NH:19][C:18](=[O:26])[C@@H:17]3[CH2:27][CH:28]([CH3:30])[CH3:29])=[O:15])[CH:10]=2)[CH:5]=[CH:6][C:7]=1F.[CH2:31]([C@@H]1NC[C@H](CC(C)C)NC1=O)C(C)C.C1(C)C=CC(C2ON=C(C(O)=O)C=2)=CC=1, predict the reaction product. The product is: [CH2:27]([C@@H:17]1[N:16]([C:14]([C:11]2[CH:10]=[C:9]([C:4]3[CH:5]=[CH:6][C:7]([CH3:31])=[CH:2][CH:3]=3)[O:13][N:12]=2)=[O:15])[CH2:21][C@H:20]([CH2:22][CH:23]([CH3:25])[CH3:24])[NH:19][C:18]1=[O:26])[CH:28]([CH3:30])[CH3:29]. (3) The product is: [CH:1]1([C:4]([N:6]2[CH2:10][CH2:9][C@@H:8]([CH2:11][N:12]3[C:13]4[C:18]([C:19]([F:20])([F:21])[F:22])=[CH:17][CH:16]=[CH:15][C:14]=4[N:23]=[C:24]3[C:26]3[CH:27]=[CH:28][C:29]([C:32]4[CH:33]=[C:34]5[C:38](=[CH:39][CH:40]=4)[NH:37][N:36]=[CH:35]5)=[CH:30][CH:31]=3)[CH2:7]2)=[O:5])[CH2:3][CH2:2]1. Given the reactants [CH:1]1([C:4]([N:6]2[CH2:10][CH2:9][C@@H:8]([CH2:11][NH:12][C:13]3[C:14]([NH2:23])=[CH:15][CH:16]=[CH:17][C:18]=3[C:19]([F:22])([F:21])[F:20])[CH2:7]2)=[O:5])[CH2:3][CH2:2]1.[CH:24]([C:26]1[CH:31]=[CH:30][C:29]([C:32]2[CH:33]=[C:34]3[C:38](=[CH:39][CH:40]=2)[NH:37][N:36]=[CH:35]3)=[CH:28][CH:27]=1)=O, predict the reaction product. (4) Given the reactants [C:1]([N:8]1[C:12]2[CH:13]=[CH:14][C:15]([C:17]([F:20])([F:19])[F:18])=[CH:16][C:11]=2[NH:10][C:9]1=[O:21])([O:3]C(C)(C)C)=O.[Cl:22][C:23]1[CH:31]=[CH:30][C:26](C(Cl)=O)=[CH:25][CH:24]=1, predict the reaction product. The product is: [Cl:22][C:23]1[CH:31]=[CH:30][C:26]([C:1]([N:8]2[C:12]3[CH:13]=[CH:14][C:15]([C:17]([F:18])([F:19])[F:20])=[CH:16][C:11]=3[NH:10][C:9]2=[O:21])=[O:3])=[CH:25][CH:24]=1. (5) Given the reactants Br[CH2:2][C:3]([C:5]1[C:10]([CH3:11])=[CH:9][C:8]([O:12][C:13]2[CH:18]=[CH:17][C:16]([CH2:19][CH3:20])=[CH:15][CH:14]=2)=[CH:7][C:6]=1[CH3:21])=O.[NH2:22][C:23]([NH2:25])=[S:24], predict the reaction product. The product is: [CH2:19]([C:16]1[CH:17]=[CH:18][C:13]([O:12][C:8]2[CH:9]=[C:10]([CH3:11])[C:5]([C:3]3[N:22]=[C:23]([NH2:25])[S:24][CH:2]=3)=[C:6]([CH3:21])[CH:7]=2)=[CH:14][CH:15]=1)[CH3:20]. (6) Given the reactants [I-].[CH3:2][S+](C)(C)=O.[H-].[Na+].[CH2:9]([O:11][C:12](=[O:28])[CH:13]=[CH:14][C:15]1[CH:16]=[N:17][C:18]([C:21]2[CH:26]=[CH:25][C:24]([F:27])=[CH:23][CH:22]=2)=[CH:19][CH:20]=1)[CH3:10], predict the reaction product. The product is: [CH2:9]([O:11][C:12]([C@@H:13]1[CH2:2][C@H:14]1[C:15]1[CH:16]=[N:17][C:18]([C:21]2[CH:22]=[CH:23][C:24]([F:27])=[CH:25][CH:26]=2)=[CH:19][CH:20]=1)=[O:28])[CH3:10]. (7) Given the reactants [Li]CCCC.[C:6]([Si:8]([CH3:11])([CH3:10])[CH3:9])#[CH:7].[CH2:12]([Sn:16](Cl)([CH2:21][CH2:22][CH2:23][CH3:24])[CH2:17][CH2:18][CH2:19][CH3:20])[CH2:13][CH2:14][CH3:15], predict the reaction product. The product is: [CH3:9][Si:8]([CH3:11])([CH3:10])[C:6]#[C:7][Sn:16]([CH2:17][CH2:18][CH2:19][CH3:20])([CH2:21][CH2:22][CH2:23][CH3:24])[CH2:12][CH2:13][CH2:14][CH3:15].